This data is from Forward reaction prediction with 1.9M reactions from USPTO patents (1976-2016). The task is: Predict the product of the given reaction. (1) Given the reactants [NH2:1][C:2](=[O:40])[CH:3]([OH:39])[CH:4]([NH:12][C:13](=[O:38])[C:14]1[CH:19]=[CH:18][CH:17]=[N:16][C:15]=1[N:20]1[CH:24]=[CH:23][C:22]([CH2:25][N:26]2[CH2:31][CH2:30][CH:29]([C:32]3[CH:37]=[CH:36][CH:35]=[CH:34][CH:33]=3)[CH2:28][CH2:27]2)=[N:21]1)[CH2:5][C:6]1[CH:11]=[CH:10][CH:9]=[CH:8][CH:7]=1.CS(C)=O.ClC(Cl)C(O)=O, predict the reaction product. The product is: [NH2:1][C:2](=[O:40])[C:3](=[O:39])[CH:4]([NH:12][C:13](=[O:38])[C:14]1[CH:19]=[CH:18][CH:17]=[N:16][C:15]=1[N:20]1[CH:24]=[CH:23][C:22]([CH2:25][N:26]2[CH2:27][CH2:28][CH:29]([C:32]3[CH:37]=[CH:36][CH:35]=[CH:34][CH:33]=3)[CH2:30][CH2:31]2)=[N:21]1)[CH2:5][C:6]1[CH:11]=[CH:10][CH:9]=[CH:8][CH:7]=1. (2) Given the reactants [Cl:1][C:2]1[S:6][C:5]([S:7](Cl)(=[O:9])=[O:8])=[CH:4][CH:3]=1.[NH2:11][CH:12]([CH:17]1[CH2:22][CH:21]2[CH:19]([C:20]2([F:24])[F:23])[CH2:18]1)[C:13]([O:15][CH3:16])=[O:14].C(N(CC)CC)C.CCOC(C)=O.CCCCCC, predict the reaction product. The product is: [Cl:1][C:2]1[S:6][C:5]([S:7]([NH:11][CH:12]([CH:17]2[CH2:18][CH:19]3[CH:21]([C:20]3([F:23])[F:24])[CH2:22]2)[C:13]([O:15][CH3:16])=[O:14])(=[O:9])=[O:8])=[CH:4][CH:3]=1.